From a dataset of Full USPTO retrosynthesis dataset with 1.9M reactions from patents (1976-2016). Predict the reactants needed to synthesize the given product. (1) The reactants are: [NH2:1][C:2]1[S:6][C:5]2[CH2:7][CH2:8][CH2:9][C:4]=2[C:3]=1[C:10]([C:12]1[CH:17]=[CH:16][C:15]([O:18][CH3:19])=[CH:14][CH:13]=1)=O.[F:20][C:21]([F:29])([F:28])[C:22](=[O:27])[CH2:23][C:24](=O)[CH3:25]. Given the product [F:20][C:21]([F:29])([F:28])[C:22]([C:23]1[C:10]([C:12]2[CH:17]=[CH:16][C:15]([O:18][CH3:19])=[CH:14][CH:13]=2)=[C:3]2[C:4]3[CH2:9][CH2:8][CH2:7][C:5]=3[S:6][C:2]2=[N:1][C:24]=1[CH3:25])=[O:27], predict the reactants needed to synthesize it. (2) Given the product [CH3:32][CH2:31][CH2:37][CH:20]([O:19][Si:12]([O:13][CH2:14][CH3:15])([O:16][CH2:17][CH3:18])[N:24]1[C:1](=[O:7])[CH:2]=[CH:3][C:4]1=[O:6])[CH3:21], predict the reactants needed to synthesize it. The reactants are: [C:1]1(=[O:7])[O:6][C:4](=O)[CH:3]=[CH:2]1.NCCC[Si:12]([O:19][CH2:20][CH3:21])([O:16][CH2:17][CH3:18])[O:13][CH2:14][CH3:15].C[Si](C)(C)[NH:24][Si](C)(C)C.[C:31]1([CH3:37])C=CC=C[CH:32]=1. (3) Given the product [F:19][C:20]1[CH:27]=[CH:26][C:23]([CH2:28][NH:29][C@@H:6]2[C@@H:5]3[CH2:10][CH2:9][C@@H:8]([C@@H:2]4[C@H:4]3[CH2:3]4)[C@@H:7]2[C:11]([O:13][CH3:14])=[O:12])=[CH:22][CH:21]=1, predict the reactants needed to synthesize it. The reactants are: Cl.[CH3:2][CH2:3][CH2:4][CH2:5][CH2:6][CH:7]([C:11]([OH:13])=[O:12])[CH2:8][CH2:9][CH3:10].[C:14]([O-])(=O)C.[Na+].[F:19][C:20]1[CH:27]=[CH:26][C:23](C=O)=[CH:22][CH:21]=1.[C:28]([BH3-])#[N:29].[Na+].C(=O)(O)[O-].[Na+]. (4) Given the product [CH:1]1[CH:2]=[CH:3][C:4]([C@@H:7]([N:15]2[CH2:20][CH2:19][N:18]([CH2:21][CH2:22][O:23][CH2:24][C:25]([OH:27])=[O:26])[CH2:17][CH2:16]2)[C:8]2[CH:9]=[CH:10][C:11]([Cl:14])=[CH:12][CH:13]=2)=[CH:5][CH:6]=1, predict the reactants needed to synthesize it. The reactants are: [CH:1]1[CH:2]=[CH:3][C:4]([C@@H:7]([N:15]2[CH2:20][CH2:19][N:18]([CH2:21][CH2:22][O:23][CH2:24][C:25]([OH:27])=[O:26])[CH2:17][CH2:16]2)[C:8]2[CH:9]=[CH:10][C:11]([Cl:14])=[CH:12][CH:13]=2)=[CH:5][CH:6]=1.Cl.Cl.[Si](O)(O)(O)O.C([O-])(=O)CCCCCCCCCCCCCCCCC.[Mg+2].C([O-])(=O)CCCCCCCCCCCCCCCCC.P(=O)(O)(O)O. (5) Given the product [CH2:22]([O:24][C:25]1[CH:26]=[C:27]([CH:30]=[CH:31][C:32]=1[O:33][CH2:34][C:35]1[N:36]=[C:37]([C:41]2[CH:46]=[CH:45][CH:44]=[CH:43][CH:42]=2)[O:38][C:39]=1[CH3:40])[CH2:28][N:14]1[CH2:13][C:12]2([CH2:16][C:9]([N:6]3[CH2:7][CH2:8][C:3]([CH3:2])([C:17]([OH:19])=[O:18])[CH2:4][CH2:5]3)=[N:10][O:11]2)[CH2:15]1)[CH3:23], predict the reactants needed to synthesize it. The reactants are: Cl.[CH3:2][C:3]1([C:17]([O:19]CC)=[O:18])[CH2:8][CH2:7][N:6]([C:9]2[CH2:16][C:12]3([CH2:15][NH:14][CH2:13]3)[O:11][N:10]=2)[CH2:5][CH2:4]1.[CH2:22]([O:24][C:25]1[CH:26]=[C:27]([CH:30]=[CH:31][C:32]=1[O:33][CH2:34][C:35]1[N:36]=[C:37]([C:41]2[CH:46]=[CH:45][CH:44]=[CH:43][CH:42]=2)[O:38][C:39]=1[CH3:40])[CH:28]=O)[CH3:23]. (6) Given the product [F:36][C:34]1([F:37])[CH2:35][CH:32]([CH2:31][O:8][C:7]2[CH:6]=[CH:5][C:4]([C:9]3[O:10][C:11]4[CH:16]=[C:15]([O:17][CH2:18][C@@H:19]([NH:21][C:22](=[O:24])[CH3:23])[CH3:20])[N:14]=[CH:13][C:12]=4[N:25]=3)=[CH:3][C:2]=2[F:1])[CH2:33]1, predict the reactants needed to synthesize it. The reactants are: [F:1][C:2]1[CH:3]=[C:4]([C:9]2[O:10][C:11]3[CH:16]=[C:15]([O:17][CH2:18][C@@H:19]([NH:21][C:22](=[O:24])[CH3:23])[CH3:20])[N:14]=[CH:13][C:12]=3[N:25]=2)[CH:5]=[CH:6][C:7]=1[OH:8].CS(O[CH2:31][CH:32]1[CH2:35][C:34]([F:37])([F:36])[CH2:33]1)(=O)=O. (7) Given the product [CH3:21][S:18]([N:15]1[CH2:16][CH2:17][N:12]([CH2:11][C:9]2[S:10][C:5]3[C:4]([N:22]4[CH2:27][CH2:26][O:25][CH2:24][CH2:23]4)=[N:3][C:2]([C:33]4[S:34][C:30]([CH:28]=[O:29])=[CH:31][CH:32]=4)=[N:7][C:6]=3[CH:8]=2)[CH2:13][CH2:14]1)(=[O:20])=[O:19], predict the reactants needed to synthesize it. The reactants are: Cl[C:2]1[N:3]=[C:4]([N:22]2[CH2:27][CH2:26][O:25][CH2:24][CH2:23]2)[C:5]2[S:10][C:9]([CH2:11][N:12]3[CH2:17][CH2:16][N:15]([S:18]([CH3:21])(=[O:20])=[O:19])[CH2:14][CH2:13]3)=[CH:8][C:6]=2[N:7]=1.[CH:28]([C:30]1[S:34][C:33](B(O)O)=[CH:32][CH:31]=1)=[O:29].